From a dataset of Forward reaction prediction with 1.9M reactions from USPTO patents (1976-2016). Predict the product of the given reaction. Given the reactants [Br:1][C:2]1[CH:3]=[CH:4][C:5]([OH:10])=[C:6]([CH:9]=1)[C:7]#[N:8].O[CH:12]1[CH2:17][CH2:16][N:15]([C:18]([O:20][C:21]([CH3:24])([CH3:23])[CH3:22])=[O:19])[CH2:14][CH2:13]1.C1C=CC(P(C2C=CC=CC=2)C2C=CC=CC=2)=CC=1.CCOC(/N=N/C(OCC)=O)=O, predict the reaction product. The product is: [Br:1][C:2]1[CH:3]=[CH:4][C:5]([O:10][CH:12]2[CH2:17][CH2:16][N:15]([C:18]([O:20][C:21]([CH3:24])([CH3:23])[CH3:22])=[O:19])[CH2:14][CH2:13]2)=[C:6]([C:7]#[N:8])[CH:9]=1.